From a dataset of Choline transporter screen with 302,306 compounds. Binary Classification. Given a drug SMILES string, predict its activity (active/inactive) in a high-throughput screening assay against a specified biological target. The drug is S(=O)(=O)(N)c1ccc(NC(=S)NCc2ccc(OC)cc2)cc1. The result is 0 (inactive).